The task is: Predict the reaction yield, written as a fraction of the theoretical maximum amount of product (1.0 means a 100% yield; for example, 0.34 means a 34% yield).. This data is from Reaction yield outcomes from USPTO patents with 853,638 reactions. (1) The reactants are [C:1]([O:4][C:5]1[CH:25]=[CH:24][C:8]([C:9]2[CH2:10][O:11][C:12]3[C:17]([CH:18]=2)=[CH:16][CH:15]=[C:14]([O:19][C:20](=[O:22])[CH3:21])[C:13]=3[CH3:23])=[CH:7][CH:6]=1)(=[O:3])[CH3:2].[CH:26]1C=CC([C+](C2C=CC=CC=2)C2C=CC=CC=2)=CC=1.F[P-](F)(F)(F)(F)F.C[Zn]C. The catalyst is ClCCl. The product is [C:1]([O:4][C:5]1[CH:25]=[CH:24][C:8]([C:9]2[CH:10]([CH3:26])[O:11][C:12]3[C:17]([CH:18]=2)=[CH:16][CH:15]=[C:14]([O:19][C:20](=[O:22])[CH3:21])[C:13]=3[CH3:23])=[CH:7][CH:6]=1)(=[O:3])[CH3:2]. The yield is 0.210. (2) The reactants are [OH:1][N:2]1[C:7]([CH3:9])([CH3:8])[CH2:6][CH:5]([O:10][C:11](=[O:18])[C:12]2[CH:17]=[CH:16][CH:15]=[CH:14][CH:13]=2)[CH2:4][C:3]1([CH3:20])[CH3:19].[C:21](Cl)(=[O:28])[C:22]1[CH:27]=[CH:26][CH:25]=[CH:24][CH:23]=1. No catalyst specified. The product is [C:11]([O:10][CH:5]1[CH2:6][C:7]([CH3:9])([CH3:8])[N:2]([O:1][C:21](=[O:28])[C:22]2[CH:27]=[CH:26][CH:25]=[CH:24][CH:23]=2)[C:3]([CH3:20])([CH3:19])[CH2:4]1)(=[O:18])[C:12]1[CH:17]=[CH:16][CH:15]=[CH:14][CH:13]=1. The yield is 0.830. (3) The reactants are [CH3:1][O:2][C:3]([C:5]1[S:9][C:8]2[CH:10]=[C:11]([C:14]([F:17])([F:16])[F:15])[CH:12]=[CH:13][C:7]=2[C:6]=1[CH:18]1[CH2:23][CH2:22][N:21](CC2C=CC=CC=2)[CH2:20][CH2:19]1)=[O:4].Cl[C:32]([O:34][CH3:35])=[O:33]. The catalyst is C(Cl)Cl. The product is [CH3:35][O:34][C:32]([N:21]1[CH2:22][CH2:23][CH:18]([C:6]2[C:7]3[CH:13]=[CH:12][C:11]([C:14]([F:17])([F:15])[F:16])=[CH:10][C:8]=3[S:9][C:5]=2[C:3]([O:2][CH3:1])=[O:4])[CH2:19][CH2:20]1)=[O:33]. The yield is 0.770.